From a dataset of Forward reaction prediction with 1.9M reactions from USPTO patents (1976-2016). Predict the product of the given reaction. (1) Given the reactants [I:1][C:2]1[CH:3]=[C:4]([C:12]2[N:16]=[C:15](/[CH:17]=[CH:18]/[C:19]3[CH:24]=[CH:23][C:22]([CH3:25])=[CH:21][CH:20]=3)[O:14][N:13]=2)[CH:5]=[CH:6][C:7]=1[O:8]C(C)C.ClC1C=C(C2ON=C(C3C=CC(OC(C)C)=C(I)C=3)N=2)C=CC=1OCCC, predict the reaction product. The product is: [I:1][C:2]1[CH:3]=[C:4]([C:12]2[N:16]=[C:15](/[CH:17]=[CH:18]/[C:19]3[CH:20]=[CH:21][C:22]([CH3:25])=[CH:23][CH:24]=3)[O:14][N:13]=2)[CH:5]=[CH:6][C:7]=1[OH:8]. (2) The product is: [CH2:40]([N:30]([CH2:23][C:24]1[CH:29]=[CH:28][CH:27]=[CH:26][CH:25]=1)[C:31](=[O:39])[C:32]1[CH:37]=[C:36]([N:3]2[C@H:4]3[CH2:22][CH2:21][CH2:20][CH2:19][C@@H:5]3[N:6]([C:7]3[CH:14]=[CH:13][C:10]([C:11]#[N:12])=[C:9]([C:15]([F:18])([F:16])[F:17])[CH:8]=3)[C:2]2=[O:1])[CH:35]=[CH:34][N:33]=1)[C:41]1[CH:42]=[CH:43][CH:44]=[CH:45][CH:46]=1. Given the reactants [O:1]=[C:2]1[N:6]([C:7]2[CH:14]=[CH:13][C:10]([C:11]#[N:12])=[C:9]([C:15]([F:18])([F:17])[F:16])[CH:8]=2)[C@H:5]2[CH2:19][CH2:20][CH2:21][CH2:22][C@@H:4]2[NH:3]1.[CH2:23]([N:30]([CH2:40][C:41]1[CH:46]=[CH:45][CH:44]=[CH:43][CH:42]=1)[C:31](=[O:39])[C:32]1[CH:37]=[C:36](Br)[CH:35]=[CH:34][N:33]=1)[C:24]1[CH:29]=[CH:28][CH:27]=[CH:26][CH:25]=1, predict the reaction product. (3) Given the reactants [CH3:1][S:2][C:3]1[N:8]=[C:7](Cl)[C:6]([CH3:10])=[CH:5][N:4]=1.[CH3:11][NH2:12].C(Cl)Cl.CO, predict the reaction product. The product is: [CH3:1][S:2][C:3]1[N:8]=[C:7]([NH:12][CH3:11])[C:6]([CH3:10])=[CH:5][N:4]=1. (4) Given the reactants [Cl-].[Al+3].[Cl-].[Cl-].[H-].[Al+3].[Li+].[H-].[H-].[H-].[CH3:11][C:12]1([CH2:17][CH2:18][CH2:19][CH:20]([CH3:22])[CH3:21])[O:16][CH2:15][CH2:14][O:13]1.C(OCC)(=O)C, predict the reaction product. The product is: [CH3:11][CH:12]([O:13][CH2:14][CH2:15][OH:16])[CH2:17][CH2:18][CH2:19][CH:20]([CH3:21])[CH3:22]. (5) Given the reactants [SH:1][C:2]1[CH:7]=[CH:6][CH:5]=[CH:4][N+:3]=1[O-:8].[Na].[Cl:10][C:11]1[CH:18]=[CH:17][CH:16]=[C:15]([Cl:19])[C:12]=1[CH2:13]Cl, predict the reaction product. The product is: [Cl:10][C:11]1[CH:18]=[CH:17][CH:16]=[C:15]([Cl:19])[C:12]=1[CH2:13][S:1][C:2]1[CH:7]=[CH:6][CH:5]=[CH:4][N+:3]=1[O-:8]. (6) Given the reactants S(=O)(=O)(O)[O-].[K+].[C:7]([O:11][C:12]([NH:14][C@H:15]([C:19]1[CH:24]=[CH:23][C:22]([Cl:25])=[CH:21][CH:20]=1)[C:16]([O-:18])=[O:17])=[O:13])([CH3:10])([CH3:9])[CH3:8].[CH:26]1([NH2+]C2CCCCC2)CCCCC1.C[Si](C=[N+]=[N-])(C)C, predict the reaction product. The product is: [CH3:26][O:17][C:16](=[O:18])[C@H:15]([NH:14][C:12]([O:11][C:7]([CH3:10])([CH3:8])[CH3:9])=[O:13])[C:19]1[CH:24]=[CH:23][C:22]([Cl:25])=[CH:21][CH:20]=1. (7) The product is: [CH:27]1([CH2:30][NH:31][C:11]2[N:10]([C:15]3[CH:20]=[CH:19][CH:18]=[CH:17][CH:16]=3)[C:9](=[O:21])[CH:8]=[CH:7][C:6]=2[C:4](=[O:5])[C:3]2[CH:22]=[CH:23][C:24]([F:26])=[CH:25][C:2]=2[F:1])[CH2:29][CH2:28]1. Given the reactants [F:1][C:2]1[CH:25]=[C:24]([F:26])[CH:23]=[CH:22][C:3]=1[C:4]([C:6]1[CH:7]=[CH:8][C:9](=[O:21])[N:10]([C:15]2[CH:20]=[CH:19][CH:18]=[CH:17][CH:16]=2)[C:11]=1SCC)=[O:5].[CH:27]1([CH2:30][NH2:31])[CH2:29][CH2:28]1.C(N(C(C)C)C(C)C)C, predict the reaction product.